Dataset: Reaction yield outcomes from USPTO patents with 853,638 reactions. Task: Predict the reaction yield, written as a fraction of the theoretical maximum amount of product (1.0 means a 100% yield; for example, 0.34 means a 34% yield). (1) The reactants are [CH3:1][N:2]([CH3:40])[CH2:3][CH:4]([O:7][CH:8]([O:12][C@H:13]1[CH2:37][CH2:36][C@@:35]2([CH3:38])[C:15](=[CH:16][CH2:17][C@@H:18]3[C@@H:34]2[CH2:33][CH2:32][C@@:31]2([CH3:39])[C@H:19]3[CH2:20][CH2:21][C@@H:22]2[C@H:23]([CH3:30])[CH2:24][CH2:25][CH2:26][CH:27]([CH3:29])[CH3:28])[CH2:14]1)[CH2:9][CH2:10][CH3:11])[CH2:5][OH:6].[H-].[Na+].S(O[CH2:48][CH2:49][CH2:50][CH2:51][CH2:52][CH2:53][CH2:54][CH2:55]/[CH:56]=[CH:57]\[CH2:58]/[CH:59]=[CH:60]\[CH2:61][CH2:62][CH2:63][CH2:64][CH3:65])(=O)(=O)C. The catalyst is C1(C)C=CC=CC=1. The product is [CH3:40][N:2]([CH3:1])[CH2:3][CH:4]([O:7][CH:8]([O:12][C@H:13]1[CH2:37][CH2:36][C@@:35]2([CH3:38])[C:15](=[CH:16][CH2:17][C@@H:18]3[C@@H:34]2[CH2:33][CH2:32][C@@:31]2([CH3:39])[C@H:19]3[CH2:20][CH2:21][C@@H:22]2[C@H:23]([CH3:30])[CH2:24][CH2:25][CH2:26][CH:27]([CH3:28])[CH3:29])[CH2:14]1)[CH2:9][CH2:10][CH3:11])[CH2:5][O:6][CH2:48][CH2:49][CH2:50][CH2:51][CH2:52][CH2:53][CH2:54][CH2:55]/[CH:56]=[CH:57]\[CH2:58]/[CH:59]=[CH:60]\[CH2:61][CH2:62][CH2:63][CH2:64][CH3:65]. The yield is 0.810. (2) The reactants are [Si]([O:8][CH2:9][CH2:10][O:11][C:12]1[CH:13]=[CH:14][C:15]([C:29]2[NH:38][C:37](=[O:39])[C:36]3[C:31](=[CH:32][C:33]([O:42][CH3:43])=[CH:34][C:35]=3[O:40][CH3:41])[N:30]=2)=[N:16][C:17]=1[C:18]1[CH:23]=[CH:22][C:21]([S:24]([CH2:27][CH3:28])(=[O:26])=[O:25])=[CH:20][CH:19]=1)(C(C)(C)C)(C)C.CCCC[N+](CCCC)(CCCC)CCCC.[F-]. The catalyst is C1COCC1. The product is [CH2:27]([S:24]([C:21]1[CH:20]=[CH:19][C:18]([C:17]2[N:16]=[C:15]([C:29]3[NH:38][C:37](=[O:39])[C:36]4[C:31](=[CH:32][C:33]([O:42][CH3:43])=[CH:34][C:35]=4[O:40][CH3:41])[N:30]=3)[CH:14]=[CH:13][C:12]=2[O:11][CH2:10][CH2:9][OH:8])=[CH:23][CH:22]=1)(=[O:25])=[O:26])[CH3:28]. The yield is 0.430. (3) The reactants are N[C:2]1[C:7]([Br:8])=[CH:6][C:5]([N+:9]([O-:11])=[O:10])=[CH:4][C:3]=1[OH:12].OS(O)(=O)=O.N([O-])=O.[Na+]. The catalyst is CCO.O. The product is [Br:8][C:7]1[CH:2]=[C:3]([OH:12])[CH:4]=[C:5]([N+:9]([O-:11])=[O:10])[CH:6]=1. The yield is 0.820. (4) The reactants are [C:1]([O:5][C:6](=[O:51])[CH2:7][C@@H:8]([NH:33]C(OCC1C2C=CC=CC=2C2C1=CC=CC=2)=O)[C:9]([NH:11][C@H:12]([C:21]1[NH:22][C:23]([C:26]2[CH:31]=[CH:30][C:29]([I:32])=[CH:28][CH:27]=2)=[CH:24][N:25]=1)[C@H:13]([C:15]1[CH:20]=[CH:19][CH:18]=[CH:17][CH:16]=1)[CH3:14])=[O:10])([CH3:4])([CH3:3])[CH3:2].N1CCCCC1. The catalyst is C(Cl)Cl. The product is [C:1]([O:5][C:6](=[O:51])[CH2:7][C@@H:8]([NH2:33])[C:9]([NH:11][C@H:12]([C:21]1[NH:22][C:23]([C:26]2[CH:31]=[CH:30][C:29]([I:32])=[CH:28][CH:27]=2)=[CH:24][N:25]=1)[C@H:13]([C:15]1[CH:20]=[CH:19][CH:18]=[CH:17][CH:16]=1)[CH3:14])=[O:10])([CH3:2])([CH3:3])[CH3:4]. The yield is 0.860. (5) The reactants are [CH2:1]([C:5]1[S:9][C:8]([S:10]([NH:13][C:14]([CH3:17])([CH3:16])[CH3:15])(=[O:12])=[O:11])=[C:7](B(O)O)[CH:6]=1)[CH:2]([CH3:4])[CH3:3].Br[C:22]1[CH:33]=[CH:32][C:25]([CH2:26][N:27]2[CH:31]=[N:30][N:29]=[N:28]2)=[CH:24][CH:23]=1.C1(C)C=CC=CC=1.[OH-].[Na+]. The catalyst is CCOC(C)=O.C1C=CC([P]([Pd]([P](C2C=CC=CC=2)(C2C=CC=CC=2)C2C=CC=CC=2)([P](C2C=CC=CC=2)(C2C=CC=CC=2)C2C=CC=CC=2)[P](C2C=CC=CC=2)(C2C=CC=CC=2)C2C=CC=CC=2)(C2C=CC=CC=2)C2C=CC=CC=2)=CC=1.C(O)C. The product is [CH2:1]([C:5]1[S:9][C:8]([S:10]([NH:13][C:14]([CH3:17])([CH3:16])[CH3:15])(=[O:12])=[O:11])=[C:7]([C:22]2[CH:33]=[CH:32][C:25]([CH2:26][N:27]3[CH:31]=[N:30][N:29]=[N:28]3)=[CH:24][CH:23]=2)[CH:6]=1)[CH:2]([CH3:4])[CH3:3]. The yield is 0.620. (6) The reactants are [C:1]1([N:7]2[CH:11]=[CH:10][CH:9]=[N:8]2)[CH:6]=[CH:5][CH:4]=[CH:3][CH:2]=1.[Li]CCCC.[B:17](OC(C)C)([O:22]C(C)C)[O:18]C(C)C.Cl. The catalyst is C1COCC1. The product is [C:1]1([N:7]2[C:11]([B:17]([OH:22])[OH:18])=[CH:10][CH:9]=[N:8]2)[CH:2]=[CH:3][CH:4]=[CH:5][CH:6]=1. The yield is 0.760. (7) The reactants are [C:1]([O:5][C:6](=[O:28])[NH:7][CH2:8][CH2:9][C:10]1[CH:15]=[CH:14][C:13]([O:16][C:17]2[CH:22]=[CH:21][C:20]([C:23]([F:26])([F:25])[F:24])=[CH:19][N:18]=2)=[C:12](Br)[CH:11]=1)([CH3:4])([CH3:3])[CH3:2].[CH3:29][N:30](C)C=O. The catalyst is O.[C-]#N.[Zn+2].[C-]#N.[Zn]. The product is [C:1]([O:5][C:6](=[O:28])[NH:7][CH2:8][CH2:9][C:10]1[CH:15]=[CH:14][C:13]([O:16][C:17]2[CH:22]=[CH:21][C:20]([C:23]([F:26])([F:25])[F:24])=[CH:19][N:18]=2)=[C:12]([C:29]#[N:30])[CH:11]=1)([CH3:4])([CH3:3])[CH3:2]. The yield is 0.250. (8) The reactants are [C:1]1([CH:7]([C:29]2[CH:34]=[CH:33][CH:32]=[CH:31][CH:30]=2)[N:8]2[C:16]3[C:11](=[CH:12][CH:13]=[CH:14][CH:15]=3)[C:10](O)([C:17]3[CH:22]=[C:21]([CH3:23])[C:20]([O:24][CH3:25])=[CH:19][C:18]=3[OH:26])[C:9]2=[O:28])[CH:6]=[CH:5][CH:4]=[CH:3][CH:2]=1.C([SiH](CC)CC)C.FC(F)(F)C(O)=O. No catalyst specified. The product is [C:29]1([CH:7]([C:1]2[CH:6]=[CH:5][CH:4]=[CH:3][CH:2]=2)[N:8]2[C:16]3[C:11](=[CH:12][CH:13]=[CH:14][CH:15]=3)[CH:10]([C:17]3[CH:22]=[C:21]([CH3:23])[C:20]([O:24][CH3:25])=[CH:19][C:18]=3[OH:26])[C:9]2=[O:28])[CH:30]=[CH:31][CH:32]=[CH:33][CH:34]=1. The yield is 0.740. (9) The reactants are [Br:1][C:2]1[CH:3]=[CH:4][C:5](=[O:8])[NH:6][CH:7]=1.[N+:9]([O-])([OH:11])=[O:10]. The yield is 0.570. The catalyst is S(=O)(=O)(O)O. The product is [Br:1][C:2]1[CH:3]=[C:4]([N+:9]([O-:11])=[O:10])[C:5](=[O:8])[NH:6][CH:7]=1.